This data is from Catalyst prediction with 721,799 reactions and 888 catalyst types from USPTO. The task is: Predict which catalyst facilitates the given reaction. (1) Reactant: COC1C=CC(C[N:8]2[C@@H:13]([CH3:14])[CH2:12][O:11][C@@H:10]([CH2:15][OH:16])[CH2:9]2)=CC=1.[CH3:31][C:30]([O:29][C:27](O[C:27]([O:29][C:30]([CH3:33])([CH3:32])[CH3:31])=[O:28])=[O:28])([CH3:33])[CH3:32].CC1CC=CCC=1. Product: [OH:16][CH2:15][C@@H:10]1[O:11][CH2:12][C@H:13]([CH3:14])[N:8]([C:27]([O:29][C:30]([CH3:31])([CH3:32])[CH3:33])=[O:28])[CH2:9]1. The catalyst class is: 50. (2) Reactant: [C:1]([O:5][C:6]([N:8]1[CH2:12][C@H:11]([OH:13])[CH2:10][C@@H:9]1[CH2:14][C:15]1[C:23]2[C:18](=[CH:19][CH:20]=[CH:21][CH:22]=2)[NH:17][C:16]=1[CH3:24])=[O:7])([CH3:4])([CH3:3])[CH3:2].C(N(CC)CC)C.[CH3:32][S:33](Cl)(=[O:35])=[O:34].O. Product: [C:1]([O:5][C:6]([N:8]1[CH2:12][C@H:11]([O:13][S:33]([CH3:32])(=[O:35])=[O:34])[CH2:10][C@@H:9]1[CH2:14][C:15]1[C:23]2[C:18](=[CH:19][CH:20]=[CH:21][CH:22]=2)[NH:17][C:16]=1[CH3:24])=[O:7])([CH3:4])([CH3:3])[CH3:2]. The catalyst class is: 4.